From a dataset of Reaction yield outcomes from USPTO patents with 853,638 reactions. Predict the reaction yield, written as a fraction of the theoretical maximum amount of product (1.0 means a 100% yield; for example, 0.34 means a 34% yield). The reactants are Br[C:2]1[CH:3]=[C:4]2[N:10]=[CH:9][N:8]([C:11]3[CH:12]=[C:13]([NH:24][C:25](=[O:27])[CH3:26])[CH:14]=[C:15]([C:17]4[CH:22]=[CH:21][C:20]([F:23])=[CH:19][CH:18]=4)[CH:16]=3)[C:5]2=[N:6][CH:7]=1.N#N.[Br-].[S:31]1[CH:35]=[CH:34][N:33]=[C:32]1[Zn+]. The catalyst is C1COCC1.C1C=CC(P(C2C=CC=CC=2)[C-]2C=CC=C2)=CC=1.C1C=CC(P(C2C=CC=CC=2)[C-]2C=CC=C2)=CC=1.Cl[Pd]Cl.[Fe+2]. The product is [F:23][C:20]1[CH:21]=[CH:22][C:17]([C:15]2[CH:16]=[C:11]([N:8]3[C:5]4=[N:6][CH:7]=[C:2]([C:32]5[S:31][CH:35]=[CH:34][N:33]=5)[CH:3]=[C:4]4[N:10]=[CH:9]3)[CH:12]=[C:13]([NH:24][C:25](=[O:27])[CH3:26])[CH:14]=2)=[CH:18][CH:19]=1. The yield is 0.400.